From a dataset of Forward reaction prediction with 1.9M reactions from USPTO patents (1976-2016). Predict the product of the given reaction. (1) Given the reactants C(C1C=CC(I)=C(C=1)C(O)=O)#N.[NH2:13][CH2:14][C@@H:15]1[C@H:20]([CH3:21])[CH2:19][CH2:18][CH2:17][N:16]1[C:22]([C:24]1[CH:25]=[C:26]([CH:29]=[CH:30][C:31]=1[C:32]1[N:37]=[CH:36][CH:35]=[CH:34][N:33]=1)[C:27]#[N:28])=[O:23].Cl[C:39]1[N:44]=[CH:43][C:42]([C:45]([F:48])([F:47])[F:46])=[CH:41][N:40]=1, predict the reaction product. The product is: [CH3:21][C@@H:20]1[CH2:19][CH2:18][CH2:17][N:16]([C:22]([C:24]2[CH:25]=[C:26]([CH:29]=[CH:30][C:31]=2[C:32]2[N:33]=[CH:34][CH:35]=[CH:36][N:37]=2)[C:27]#[N:28])=[O:23])[C@@H:15]1[CH2:14][NH:13][C:39]1[N:44]=[CH:43][C:42]([C:45]([F:48])([F:47])[F:46])=[CH:41][N:40]=1. (2) Given the reactants [CH3:1][C:2]1([CH3:14])[C:6]([CH3:8])([CH3:7])[O:5][B:4]([C:9]2[CH:10]=[N:11][NH:12][CH:13]=2)[O:3]1.[H-].[Na+].C1(C)C=CC(S(O[CH2:27][C@@H:28]2[CH2:32][O:31][C:30]([CH3:34])([CH3:33])[O:29]2)(=O)=O)=CC=1, predict the reaction product. The product is: [CH3:33][C:30]1([CH3:34])[O:29][C@H:28]([CH2:27][N:12]2[CH:13]=[C:9]([B:4]3[O:5][C:6]([CH3:7])([CH3:8])[C:2]([CH3:14])([CH3:1])[O:3]3)[CH:10]=[N:11]2)[CH2:32][O:31]1. (3) Given the reactants Cl.[Cl:2][C:3]1[CH:4]=[C:5]([C:13]2[O:17][N:16]=[C:15]([C:18]3[C:28]4[O:27][CH2:26][CH2:25][N:24](C(OC(C)(C)C)=O)[CH:23]([CH2:36][C:37]([OH:39])=[O:38])[C:22]=4[CH:21]=[CH:20][CH:19]=3)[N:14]=2)[CH:6]=[N:7][C:8]=1[O:9][CH:10]([CH3:12])[CH3:11].C(OCC)C, predict the reaction product. The product is: [Cl:2][C:3]1[CH:4]=[C:5]([C:13]2[O:17][N:16]=[C:15]([C:18]3[C:28]4[O:27][CH2:26][CH2:25][NH:24][CH:23]([CH2:36][C:37]([OH:39])=[O:38])[C:22]=4[CH:21]=[CH:20][CH:19]=3)[N:14]=2)[CH:6]=[N:7][C:8]=1[O:9][CH:10]([CH3:12])[CH3:11]. (4) Given the reactants [CH:1]1([NH:4][C:5](=[O:26])[C:6]2[CH:11]=[CH:10][C:9]([CH3:12])=[C:8]([NH:13][C:14]3[CH:15]=[C:16]4[C:20](=[CH:21][CH:22]=3)[C:19](=[O:23])[C:18]([CH3:25])([CH3:24])[CH2:17]4)[CH:7]=2)[CH2:3][CH2:2]1.[CH:27]1([C:30](Cl)=[O:31])[CH2:29][CH2:28]1, predict the reaction product. The product is: [CH:27]1([C:30]([N:13]([C:8]2[CH:7]=[C:6]([CH:11]=[CH:10][C:9]=2[CH3:12])[C:5]([NH:4][CH:1]2[CH2:2][CH2:3]2)=[O:26])[C:14]2[CH:15]=[C:16]3[C:20](=[CH:21][CH:22]=2)[C:19](=[O:23])[C:18]([CH3:24])([CH3:25])[CH2:17]3)=[O:31])[CH2:29][CH2:28]1. (5) Given the reactants [CH3:1][C:2]1[C:6](B(O)O)=[C:5]([CH3:10])[NH:4][N:3]=1.[CH:11]1([C:14]2[NH:18][C:17]3[CH:19]=[C:20]([C:24]4[C:25]([CH3:30])=[N:26][O:27][C:28]=4[CH3:29])[CH:21]=[C:22](I)[C:16]=3[N:15]=2)[CH2:13][CH2:12]1.C(=O)([O-])[O-].[Cs+].[Cs+], predict the reaction product. The product is: [CH:11]1([C:14]2[NH:18][C:17]3[CH:19]=[C:20]([C:24]4[C:25]([CH3:30])=[N:26][O:27][C:28]=4[CH3:29])[CH:21]=[C:22]([C:6]4[C:5]([CH3:10])=[N:4][NH:3][C:2]=4[CH3:1])[C:16]=3[N:15]=2)[CH2:13][CH2:12]1. (6) Given the reactants [I:1][C:2]1[CH:3]=[C:4]([NH2:10])[C:5]([NH:8][CH3:9])=[N:6][CH:7]=1.[F:11][C:12]([F:17])([F:16])[C:13](O)=O, predict the reaction product. The product is: [I:1][C:2]1[CH:3]=[C:4]2[N:10]=[C:13]([C:12]([F:17])([F:16])[F:11])[N:8]([CH3:9])[C:5]2=[N:6][CH:7]=1. (7) Given the reactants C(OC([N:8]1[CH2:13][CH2:12][N:11]([C:14]2[N:19]3[N:20]=[C:21]([NH:23][C:24]([NH:26][CH2:27][CH3:28])=[O:25])[N:22]=[C:18]3[CH:17]=[C:16]([C:29]3[CH:30]=[N:31][CH:32]=[CH:33][CH:34]=3)[CH:15]=2)[CH2:10][CH2:9]1)=O)(C)(C)C, predict the reaction product. The product is: [CH2:27]([NH:26][C:24]([NH:23][C:21]1[N:22]=[C:18]2[CH:17]=[C:16]([C:29]3[CH:30]=[N:31][CH:32]=[CH:33][CH:34]=3)[CH:15]=[C:14]([N:11]3[CH2:10][CH2:9][NH:8][CH2:13][CH2:12]3)[N:19]2[N:20]=1)=[O:25])[CH3:28]. (8) Given the reactants C[Si]([N-][Si](C)(C)C)(C)C.[K+].[CH3:11][C:12]1[O:13][C:14]([C:18](=[O:20])[CH3:19])=[C:15]([CH3:17])[N:16]=1.[F:21][C:22]1[CH:27]=[C:26]([F:28])[C:25]([C:29]2[CH:30]=[N:31][CH:32]=[N:33][CH:34]=2)=[CH:24][C:23]=1/[C:35](=[N:37]/[S@@:38]([C:40]([CH3:43])([CH3:42])[CH3:41])=[O:39])/[CH3:36].O, predict the reaction product. The product is: [F:21][C:22]1[CH:27]=[C:26]([F:28])[C:25]([C:29]2[CH:30]=[N:31][CH:32]=[N:33][CH:34]=2)=[CH:24][C:23]=1[C@@:35]([NH:37][S@@:38]([C:40]([CH3:41])([CH3:43])[CH3:42])=[O:39])([CH2:19][C:18]([C:14]1[O:13][C:12]([CH3:11])=[N:16][C:15]=1[CH3:17])=[O:20])[CH3:36].